From a dataset of Forward reaction prediction with 1.9M reactions from USPTO patents (1976-2016). Predict the product of the given reaction. The product is: [CH3:1][O:2][CH:3]1[CH2:10][CH:9]2[CH:5]([CH2:6][CH:7]([NH:13][CH2:14][C:15]([N:17]3[CH2:21][CH2:20][CH2:19][CH:18]3[C:22]#[N:23])=[O:16])[CH2:8]2)[CH2:4]1. Given the reactants [CH3:1][O:2][CH:3]1[CH2:10][CH:9]2[CH:5]([CH2:6][C:7](=O)[CH2:8]2)[CH2:4]1.Cl.[NH2:13][CH2:14][C:15]([N:17]1[CH2:21][CH2:20][CH2:19][CH:18]1[C:22]#[N:23])=[O:16].S([O-])([O-])(=O)=O.[Na+].[Na+].C(O[BH-](OC(=O)C)OC(=O)C)(=O)C.[Na+].C(=O)([O-])[O-].[Na+].[Na+], predict the reaction product.